From a dataset of Reaction yield outcomes from USPTO patents with 853,638 reactions. Predict the reaction yield, written as a fraction of the theoretical maximum amount of product (1.0 means a 100% yield; for example, 0.34 means a 34% yield). (1) The reactants are Cl.Cl.[N:3]1([NH:9][C:10]([C:12]2[CH:13]=[N:14][C:15]([C:18]3[CH:23]=[CH:22][CH:21]=[CH:20][CH:19]=3)=[N:16][CH:17]=2)=[O:11])[CH2:8][CH2:7][NH:6][CH2:5][CH2:4]1.[H-].[Na+].Cl[CH2:27][C:28]([N:30]1[CH2:35][CH2:34][O:33][CH2:32][CH2:31]1)=[O:29]. The catalyst is CN(C=O)C. The product is [N:30]1([C:28](=[O:29])[CH2:27][N:6]2[CH2:5][CH2:4][N:3]([NH:9][C:10]([C:12]3[CH:17]=[N:16][C:15]([C:18]4[CH:19]=[CH:20][CH:21]=[CH:22][CH:23]=4)=[N:14][CH:13]=3)=[O:11])[CH2:8][CH2:7]2)[CH2:35][CH2:34][O:33][CH2:32][CH2:31]1. The yield is 0.140. (2) The reactants are [CH3:1][C:2]1[O:6][N:5]=[C:4]([C:7]2[CH:12]=[CH:11][CH:10]=[CH:9][CH:8]=2)[C:3]=1[CH2:13][O:14][C:15]1[CH:23]=[CH:22][C:18]([C:19]([OH:21])=O)=[CH:17][N:16]=1.[NH2:24][N:25]1[CH2:30][CH2:29][O:28][CH2:27][CH2:26]1.F[B-](F)(F)F.N1(OC(N(C)C)=[N+](C)C)C2C=CC=CC=2N=N1.C(N(CC)C(C)C)(C)C. The catalyst is CN(C=O)C. The product is [CH3:1][C:2]1[O:6][N:5]=[C:4]([C:7]2[CH:8]=[CH:9][CH:10]=[CH:11][CH:12]=2)[C:3]=1[CH2:13][O:14][C:15]1[CH:23]=[CH:22][C:18]([C:19]([NH:24][N:25]2[CH2:30][CH2:29][O:28][CH2:27][CH2:26]2)=[O:21])=[CH:17][N:16]=1. The yield is 0.400. (3) The reactants are C[O:2][C:3]1[CH:4]=[C:5]2[C:9](=[CH:10][CH:11]=1)[C@H:8]([C@H:12]([CH2:17][CH3:18])[C:13]([O:15][CH3:16])=[O:14])[CH2:7][CH2:6]2.[Al+3].[Cl-].[Cl-].[Cl-].CCS. The catalyst is C(Cl)Cl. The product is [OH:2][C:3]1[CH:4]=[C:5]2[C:9](=[CH:10][CH:11]=1)[C@H:8]([C@H:12]([CH2:17][CH3:18])[C:13]([O:15][CH3:16])=[O:14])[CH2:7][CH2:6]2. The yield is 0.980. (4) The reactants are Cl.[CH3:2][NH:3][CH3:4].Cl[C:6]1[S:7][C:8]([C:12]([N:14]([C:28]2[CH:33]=[CH:32][C:31]([F:34])=[C:30]([Cl:35])[CH:29]=2)[CH2:15][C:16]2[C:25]3[C:20](=[C:21]([F:26])[CH:22]=[CH:23][CH:24]=3)[NH:19][C:18](=[O:27])[CH:17]=2)=[O:13])=[C:9]([CH3:11])[N:10]=1. The catalyst is CN(C=O)C. The product is [Cl:35][C:30]1[CH:29]=[C:28]([N:14]([CH2:15][C:16]2[C:25]3[C:20](=[C:21]([F:26])[CH:22]=[CH:23][CH:24]=3)[NH:19][C:18](=[O:27])[CH:17]=2)[C:12]([C:8]2[S:7][C:6]([N:3]([CH3:4])[CH3:2])=[N:10][C:9]=2[CH3:11])=[O:13])[CH:33]=[CH:32][C:31]=1[F:34]. The yield is 0.650. (5) The reactants are [Br:1][C:2]1[CH:7]=[CH:6][C:5]([NH:8][C:9](=[O:14])[C:10]([CH3:13])([CH3:12])[CH3:11])=[C:4]([C:15]2[C:20]([F:21])=[CH:19][CH:18]=[CH:17][N:16]=2)[CH:3]=1.C(OC(C(F)(F)F)=O)(C(F)(F)F)=O.[N+:35]([O-])([OH:37])=[O:36].CO. The catalyst is C(O)(C(F)(F)F)=O.O. The product is [Br:1][C:2]1[CH:7]=[C:6]([N+:35]([O-:37])=[O:36])[C:5]([NH:8][C:9](=[O:14])[C:10]([CH3:13])([CH3:12])[CH3:11])=[C:4]([C:15]2[C:20]([F:21])=[CH:19][CH:18]=[CH:17][N:16]=2)[CH:3]=1. The yield is 0.820. (6) The reactants are [CH2:1]([O:8][C:9]1[C:14]([CH3:15])=[CH:13][C:12]([C:16]2[NH:25][C:24](=[O:26])[C:23]3[C:18](=[CH:19][C:20]([O:29][CH3:30])=[CH:21][C:22]=3[O:27]C)[N:17]=2)=[CH:11][C:10]=1[CH3:31])[C:2]1[CH:7]=[CH:6][CH:5]=[CH:4][CH:3]=1.[Br-].[Mg+2].[Br-]. The product is [CH2:1]([O:8][C:9]1[C:14]([CH3:15])=[CH:13][C:12]([C:16]2[NH:25][C:24](=[O:26])[C:23]3[C:18](=[CH:19][C:20]([O:29][CH3:30])=[CH:21][C:22]=3[OH:27])[N:17]=2)=[CH:11][C:10]=1[CH3:31])[C:2]1[CH:3]=[CH:4][CH:5]=[CH:6][CH:7]=1. The catalyst is N1C=CC=CC=1. The yield is 0.650.